Task: Predict the reactants needed to synthesize the given product.. Dataset: Full USPTO retrosynthesis dataset with 1.9M reactions from patents (1976-2016) (1) Given the product [C:1]([C:5]1[CH:6]=[C:7](/[CH:21]=[CH:22]/[C:23](=[O:31])[C:24]2[CH:25]=[CH:26][C:27]([CH3:30])=[CH:28][CH:29]=2)[CH:8]=[C:9]2[C:14]=1[O:13][C:12](=[O:15])[C:11]([C:16]([OH:18])=[O:17])=[CH:10]2)([CH3:4])([CH3:3])[CH3:2], predict the reactants needed to synthesize it. The reactants are: [C:1]([C:5]1[CH:6]=[C:7](/[CH:21]=[CH:22]/[C:23](=[O:31])[C:24]2[CH:29]=[CH:28][C:27]([CH3:30])=[CH:26][CH:25]=2)[CH:8]=[C:9]2[C:14]=1[O:13][C:12](=[O:15])[C:11]([C:16]([O:18]CC)=[O:17])=[CH:10]2)([CH3:4])([CH3:3])[CH3:2].[OH-].[K+]. (2) Given the product [CH3:34][N:16]1[S:15](=[O:36])(=[O:35])[N:14]([CH2:13][C:10]2[CH:9]=[CH:8][C:7]([C:6]([OH:37])=[O:5])=[CH:12][CH:11]=2)[C:19](=[O:20])[C:18]2[CH:21]=[C:22]([C:25]#[C:26][CH2:27][C:28]3[CH:33]=[CH:32][CH:31]=[CH:30][CH:29]=3)[CH:23]=[CH:24][C:17]1=2, predict the reactants needed to synthesize it. The reactants are: C([O:5][C:6](=[O:37])[C:7]1[CH:12]=[CH:11][C:10]([CH2:13][N:14]2[C:19](=[O:20])[C:18]3[CH:21]=[C:22]([C:25]#[C:26][CH2:27][C:28]4[CH:33]=[CH:32][CH:31]=[CH:30][CH:29]=4)[CH:23]=[CH:24][C:17]=3[N:16]([CH3:34])[S:15]2(=[O:36])=[O:35])=[CH:9][CH:8]=1)(C)(C)C.FC(F)(F)C(O)=O.